Dataset: Full USPTO retrosynthesis dataset with 1.9M reactions from patents (1976-2016). Task: Predict the reactants needed to synthesize the given product. (1) Given the product [OH:40][CH2:39][CH2:38][CH2:37][NH:36][C:12](=[O:13])[C:11]1[CH:15]=[CH:16][CH:17]=[C:9]([CH2:8][N:7]2[C:2](=[O:1])[CH:3]=[CH:4][C:5]([C:18]3[O:22][N:21]=[C:20]([C:23]4[CH:24]=[CH:25][C:26]([C:29]([CH3:35])([CH3:34])[C:30]([F:32])([F:33])[F:31])=[CH:27][CH:28]=4)[N:19]=3)=[N:6]2)[CH:10]=1, predict the reactants needed to synthesize it. The reactants are: [O:1]=[C:2]1[N:7]([CH2:8][C:9]2[CH:10]=[C:11]([CH:15]=[CH:16][CH:17]=2)[C:12](Cl)=[O:13])[N:6]=[C:5]([C:18]2[O:22][N:21]=[C:20]([C:23]3[CH:28]=[CH:27][C:26]([C:29]([CH3:35])([CH3:34])[C:30]([F:33])([F:32])[F:31])=[CH:25][CH:24]=3)[N:19]=2)[CH:4]=[CH:3]1.[NH2:36][CH2:37][CH2:38][CH2:39][OH:40]. (2) Given the product [C:1]1([C@H:7]([NH:9][CH2:11][C:12]#[N:13])[CH3:8])[CH:6]=[CH:5][CH:4]=[CH:3][CH:2]=1, predict the reactants needed to synthesize it. The reactants are: [C:1]1([C@H:7]([NH2:9])[CH3:8])[CH:6]=[CH:5][CH:4]=[CH:3][CH:2]=1.Br[CH2:11][C:12]#[N:13]. (3) Given the product [CH3:20][N:21]([CH3:23])[CH:22]=[C:9]([C:6]1[CH:5]=[CH:4][C:3]([C:2]([F:15])([F:16])[F:1])=[CH:8][CH:7]=1)[C:10]([O:12][CH2:13][CH3:14])=[O:11], predict the reactants needed to synthesize it. The reactants are: [F:1][C:2]([F:16])([F:15])[C:3]1[CH:8]=[CH:7][C:6]([CH2:9][C:10]([O:12][CH2:13][CH3:14])=[O:11])=[CH:5][CH:4]=1.C(O[CH:20](OCC)[N:21]([CH3:23])[CH3:22])C.